From a dataset of Reaction yield outcomes from USPTO patents with 853,638 reactions. Predict the reaction yield, written as a fraction of the theoretical maximum amount of product (1.0 means a 100% yield; for example, 0.34 means a 34% yield). (1) The reactants are [Cl:1][C:2]1[CH:3]=[C:4]([CH:48]=[CH:49][CH:50]=1)[CH2:5][N:6]1[CH2:11][CH2:10][C:9]2([C:19]3[C:18](=[O:20])[N:17]([CH2:21][C@H:22]([NH:29][CH2:30][CH2:31]CC#N)[C:23]4[CH:28]=[CH:27][CH:26]=[CH:25][CH:24]=4)[C:16](=[O:35])[N:15]([CH2:36][C:37]4[C:42]([C:43]([F:46])([F:45])[F:44])=[CH:41][CH:40]=[CH:39][C:38]=4[F:47])[C:14]=3[CH2:13][O:12]2)[CH2:8][CH2:7]1.S(=O)(=O)(O)O.[OH-].[Na+].Cl.[C:59]([OH:62])(=[O:61])[CH3:60]. The catalyst is O. The product is [Cl:1][C:2]1[CH:3]=[C:4]([CH:48]=[CH:49][CH:50]=1)[CH2:5][N:6]1[CH2:7][CH2:8][C:9]2([C:19]3[C:18](=[O:20])[N:17]([CH2:21][C@H:22]([NH:29][CH2:30][CH2:31][CH2:60][C:59]([OH:62])=[O:61])[C:23]4[CH:24]=[CH:25][CH:26]=[CH:27][CH:28]=4)[C:16](=[O:35])[N:15]([CH2:36][C:37]4[C:42]([C:43]([F:44])([F:46])[F:45])=[CH:41][CH:40]=[CH:39][C:38]=4[F:47])[C:14]=3[CH2:13][O:12]2)[CH2:10][CH2:11]1. The yield is 0.730. (2) The reactants are Cl[C:2]1[C:11]2[C:6](=[CH:7][C:8]([I:12])=[CH:9][CH:10]=2)[N:5]=[C:4]([CH3:13])[CH:3]=1.[NH:14]1[CH2:18][CH2:17][CH2:16][CH2:15]1.N1C=CC=CC=1. The catalyst is C(O)C.[I-].[K+]. The product is [I:12][C:8]1[CH:7]=[C:6]2[C:11]([C:2]([N:14]3[CH2:18][CH2:17][CH2:16][CH2:15]3)=[CH:3][C:4]([CH3:13])=[N:5]2)=[CH:10][CH:9]=1. The yield is 0.870. (3) The reactants are [CH2:1]([O:3][C:4](=[O:22])[CH2:5][C:6]1[C:7]([CH3:21])=[N:8][C:9]2[N:10]([N:13]=[C:14]([C:16]([O:18][CH2:19][CH3:20])=[O:17])[CH:15]=2)[C:11]=1O)[CH3:2].CN(C)C1C=CC=CC=1.O=P(Cl)(Cl)[Cl:34]. No catalyst specified. The product is [Cl:34][C:11]1[N:10]2[N:13]=[C:14]([C:16]([O:18][CH2:19][CH3:20])=[O:17])[CH:15]=[C:9]2[N:8]=[C:7]([CH3:21])[C:6]=1[CH2:5][C:4]([O:3][CH2:1][CH3:2])=[O:22]. The yield is 0.830. (4) The reactants are C1(P(C2C=CC=CC=2)C2C=CC=CC=2)C=CC=CC=1.CCN(CC)CC.[C:27]([NH:31][C:32]1[N:36]2[CH:37]=[CH:38][N:39]=[CH:40][C:35]2=[N:34][C:33]=1[C:41]1[S:42][C:43]([C:46]#[C:47][Si](C)(C)C)=[CH:44][CH:45]=1)([CH3:30])([CH3:29])[CH3:28].Br[C:53]1[CH:57]=[CH:56][S:55][CH:54]=1.[F-].C([N+](CCCC)(CCCC)CCCC)CCC.C([O-])([O-])=O.[Na+].[Na+].[ClH:82]. The catalyst is [I-].C([N+](CCCC)(CCCC)CCCC)CCC.CN(C=O)C.C1COCC1.CC(=O)OCC.[Cu]I.Cl[Pd](Cl)([P](C1C=CC=CC=1)(C1C=CC=CC=1)C1C=CC=CC=1)[P](C1C=CC=CC=1)(C1C=CC=CC=1)C1C=CC=CC=1. The product is [ClH:82].[C:27]([NH:31][C:32]1[N:36]2[CH:37]=[CH:38][N:39]=[CH:40][C:35]2=[N:34][C:33]=1[C:41]1[S:42][C:43]([C:46]#[C:47][C:53]2[CH:57]=[CH:56][S:55][CH:54]=2)=[CH:44][CH:45]=1)([CH3:30])([CH3:29])[CH3:28]. The yield is 0.380. (5) The reactants are C([O:3][C:4](=O)[CH2:5][N:6]([CH2:16][C:17]1[C:18]([NH2:24])=[N:19][CH:20]=[C:21]([Br:23])[CH:22]=1)[CH2:7][CH2:8][CH2:9][N:10]1[CH2:15][CH2:14][O:13][CH2:12][CH2:11]1)C.[H-].[Na+]. The catalyst is CS(C)=O.O. The product is [Br:23][C:21]1[CH:20]=[N:19][C:18]2[NH:24][C:4](=[O:3])[CH2:5][N:6]([CH2:7][CH2:8][CH2:9][N:10]3[CH2:15][CH2:14][O:13][CH2:12][CH2:11]3)[CH2:16][C:17]=2[CH:22]=1. The yield is 0.550. (6) The reactants are CCO.[CH3:4][N:5]1[N:21]=[CH:20][C:19]2[NH:18][C:17](=[O:22])[C@H:16]([CH3:23])[CH:15]=[CH:14][CH2:13][C@H:12]([NH:24]C(=O)OC(C)(C)C)[C:11]3[CH:32]=[C:7]([N:8]=[CH:9][CH:10]=3)[C:6]1=2. The catalyst is Cl.O1CCOCC1.CO.O=[Pt]=O. The product is [NH2:24][C@@H:12]1[C:11]2[CH:32]=[C:7]([N:8]=[CH:9][CH:10]=2)[C:6]2[N:5]([CH3:4])[N:21]=[CH:20][C:19]=2[NH:18][C:17](=[O:22])[C@H:16]([CH3:23])[CH2:15][CH2:14][CH2:13]1. The yield is 0.960. (7) The reactants are [NH:1]1[C:5]2[CH:6]=[CH:7][CH:8]=[CH:9][C:4]=2[N:3]=[C:2]1[CH2:10][N:11]1[C:16](=[O:17])[C:15]([CH2:18][C:19]2[CH:24]=[CH:23][C:22]([C:25]3[C:26]([C:31]#[N:32])=[CH:27][CH:28]=[CH:29][CH:30]=3)=[CH:21][CH:20]=2)=[C:14]([CH2:33][CH2:34][CH2:35][CH3:36])[N:13]=[C:12]1[CH3:37].IC.[C:40](=O)([O-])[O-].[K+].[K+].CN(C)C=O. The catalyst is C(OCC)(=O)C. The product is [CH2:33]([C:14]1[N:13]=[C:12]([CH3:37])[N:11]([CH2:10][C:2]2[N:3]([CH3:40])[C:4]3[CH:9]=[CH:8][CH:7]=[CH:6][C:5]=3[N:1]=2)[C:16](=[O:17])[C:15]=1[CH2:18][C:19]1[CH:24]=[CH:23][C:22]([C:25]2[C:26]([C:31]#[N:32])=[CH:27][CH:28]=[CH:29][CH:30]=2)=[CH:21][CH:20]=1)[CH2:34][CH2:35][CH3:36]. The yield is 1.00.